Dataset: Forward reaction prediction with 1.9M reactions from USPTO patents (1976-2016). Task: Predict the product of the given reaction. (1) Given the reactants Br[C:2]1[S:3][CH:4]=[C:5]([C:7]([NH:9][C@@H:10]([CH3:27])[CH2:11][N:12]2[CH:16]=[CH:15][C:14]([C:17]3[CH:22]=[CH:21][C:20]([C:23]#[N:24])=[C:19]([Cl:25])[C:18]=3[CH3:26])=[N:13]2)=[O:8])[N:6]=1.[CH3:28][NH:29][CH3:30].C1COCC1, predict the reaction product. The product is: [Cl:25][C:19]1[C:18]([CH3:26])=[C:17]([C:14]2[CH:15]=[CH:16][N:12]([CH2:11][C@@H:10]([NH:9][C:7]([C:5]3[N:6]=[C:2]([N:29]([CH3:30])[CH3:28])[S:3][CH:4]=3)=[O:8])[CH3:27])[N:13]=2)[CH:22]=[CH:21][C:20]=1[C:23]#[N:24]. (2) The product is: [CH:4]([OH:6])=[O:5].[F:27][C:28]1[C:32]([C:33]2[CH:34]=[N:35][C:36]3[C:41]([CH:42]=2)=[CH:40][CH:39]=[CH:38][CH:37]=3)=[N:31][NH:30][C:29]=1[NH:43][C:4](=[O:6])[CH2:3][CH:2]([CH3:1])[CH2:7][N:8]1[CH2:13][CH2:12][CH2:11][CH2:10][CH2:9]1. Given the reactants [CH3:1][CH:2]([CH2:7][N:8]1[CH2:13][CH2:12][CH2:11][CH2:10][CH2:9]1)[CH2:3][C:4]([OH:6])=[O:5].C1N=CN(C(N2C=NC=C2)=O)C=1.Cl.[F:27][C:28]1[C:32]([C:33]2[CH:34]=[N:35][C:36]3[C:41]([CH:42]=2)=[CH:40][CH:39]=[CH:38][CH:37]=3)=[N:31][NH:30][C:29]=1[NH2:43].CCN(CC)CC, predict the reaction product. (3) Given the reactants Cl[C:2]1[N:7]=[C:6]([C:8]2[C:9]([C:17]3[CH:18]=[C:19]([NH:23][C:24](=[O:33])[C:25]4[C:30](F)=[CH:29][CH:28]=[CH:27][C:26]=4F)[CH:20]=[CH:21][CH:22]=3)=[N:10][N:11]3[CH:16]=[CH:15][CH:14]=[CH:13][C:12]=23)[CH:5]=[CH:4][N:3]=1.CO[C:36]1[CH:42]=[CH:41][C:39]([NH2:40])=[CH:38][C:37]=1N1CCNCC1, predict the reaction product. The product is: [CH2:2]1[C:37]2[C:36](=[CH:42][CH:41]=[C:39]([NH:40][C:2]3[N:7]=[C:6]([C:8]4[C:9]([C:17]5[CH:18]=[C:19]([NH:23][C:24](=[O:33])[C:25]6[CH:30]=[CH:29][CH:28]=[CH:27][CH:26]=6)[CH:20]=[CH:21][CH:22]=5)=[N:10][N:11]5[CH:16]=[CH:15][CH:14]=[CH:13][C:12]=45)[CH:5]=[CH:4][N:3]=3)[CH:38]=2)[CH2:5][CH2:4][NH:3]1. (4) Given the reactants [F:1][C:2]([F:16])([F:15])[CH:3]([NH2:14])[CH2:4][C:5]1[C:13]2[C:8](=[CH:9][CH:10]=[CH:11][CH:12]=2)[NH:7][CH:6]=1.[Br:17][C:18]1[CH:19]=[CH:20][C:21]([O:28][CH3:29])=[C:22]([S:24](Cl)(=[O:26])=[O:25])[CH:23]=1, predict the reaction product. The product is: [Br:17][C:18]1[CH:19]=[CH:20][C:21]([O:28][CH3:29])=[C:22]([S:24]([NH:14][CH:3]([CH2:4][C:5]2[C:13]3[C:8](=[CH:9][CH:10]=[CH:11][CH:12]=3)[NH:7][CH:6]=2)[C:2]([F:1])([F:15])[F:16])(=[O:25])=[O:26])[CH:23]=1. (5) Given the reactants [CH3:1][NH:2][C:3]1[S:4][CH:5]=[C:6]([C:8]2[CH:13]=[CH:12][CH:11]=[CH:10][CH:9]=2)[N:7]=1.[H-].[Na+].Br[CH2:17][CH2:18][CH2:19][O:20][C:21]1[CH:26]=[CH:25][C:24]([CH2:27][CH2:28][C:29]([O:31][CH2:32][CH3:33])=[O:30])=[CH:23][CH:22]=1.O, predict the reaction product. The product is: [CH3:1][N:2]([C:3]1[S:4][CH:5]=[C:6]([C:8]2[CH:9]=[CH:10][CH:11]=[CH:12][CH:13]=2)[N:7]=1)[CH2:17][CH2:18][CH2:19][O:20][C:21]1[CH:26]=[CH:25][C:24]([CH2:27][CH2:28][C:29]([O:31][CH2:32][CH3:33])=[O:30])=[CH:23][CH:22]=1. (6) Given the reactants [F:1][CH2:2][C:3]([CH3:6])([OH:5])[CH3:4].C1COCC1.Cl[C:13]([O:15][CH2:16][Cl:17])=[O:14].N1C=CC=CC=1, predict the reaction product. The product is: [F:1][CH2:2][C:3]([O:5][C:13](=[O:14])[O:15][CH2:16][Cl:17])([CH3:6])[CH3:4]. (7) Given the reactants [Cl:1][C:2]1[C:3]([CH3:23])=[C:4]([C:13]2[CH:14]=[N:15][N:16](C(OCC)C)[CH:17]=2)[C:5]([O:11][CH3:12])=[C:6]([C:8](=[O:10])[CH3:9])[CH:7]=1.Cl.O, predict the reaction product. The product is: [Cl:1][C:2]1[C:3]([CH3:23])=[C:4]([C:13]2[CH:17]=[N:16][NH:15][CH:14]=2)[C:5]([O:11][CH3:12])=[C:6]([C:8](=[O:10])[CH3:9])[CH:7]=1. (8) Given the reactants [CH2:1]([N:8]1[C:16]2[C:11](=[CH:12][CH:13]=[CH:14][CH:15]=2)[CH:10]=[C:9]1[C:17]([OH:19])=O)[C:2]1[CH:7]=[CH:6][CH:5]=[CH:4][CH:3]=1.[NH2:20][C@H:21]([C:23]([NH:25][C@H:26]([CH:39]=[O:40])[CH2:27][C:28](=[N:34][NH:35][C:36]([NH2:38])=[O:37])[O:29][C:30]([CH3:33])([CH3:32])[CH3:31])=[O:24])[CH3:22].CCN=C=NCCCN(C)C, predict the reaction product. The product is: [CH2:1]([N:8]1[C:16]2[C:11](=[CH:12][CH:13]=[CH:14][CH:15]=2)[CH:10]=[C:9]1[C:17]([NH:20][C@H:21]([C:23]([NH:25][C@H:26]([CH:39]=[O:40])[CH2:27][C:28](=[N:34][NH:35][C:36]([NH2:38])=[O:37])[O:29][C:30]([CH3:31])([CH3:33])[CH3:32])=[O:24])[CH3:22])=[O:19])[C:2]1[CH:3]=[CH:4][CH:5]=[CH:6][CH:7]=1.